Task: Predict the reactants needed to synthesize the given product.. Dataset: Full USPTO retrosynthesis dataset with 1.9M reactions from patents (1976-2016) (1) Given the product [ClH:27].[NH2:19][C@@H:17]1[CH2:18][C@H:16]1[C:13]1[CH:14]=[CH:15][C:10]([C:8]([NH:7][CH:1]2[CH2:6][CH2:5][CH2:4][CH2:3][CH2:2]2)=[O:9])=[CH:11][CH:12]=1, predict the reactants needed to synthesize it. The reactants are: [CH:1]1([NH:7][C:8]([C:10]2[CH:15]=[CH:14][C:13]([C@@H:16]3[CH2:18][C@H:17]3[NH:19]C(=O)OC(C)(C)C)=[CH:12][CH:11]=2)=[O:9])[CH2:6][CH2:5][CH2:4][CH2:3][CH2:2]1.[ClH:27].COC1CCCC1. (2) The reactants are: [CH2:1]([Mg]Br)[CH:2]([CH3:4])[CH3:3].[CH2:7]([O:14][C:15]1[CH:20]=[CH:19][C:18]([C:21]2[O:25][C:24]([C:26](N(OC)C)=[O:27])=[N:23][C:22]=2[C:32]2[CH:33]=[N:34][C:35]([O:38][CH3:39])=[CH:36][CH:37]=2)=[CH:17][CH:16]=1)C1C=CC=CC=1. Given the product [CH2:7]([O:14][C:15]1[CH:20]=[CH:19][C:18]([C:21]2[O:25][C:24]([C:26](=[O:27])[CH2:1][CH:2]([CH3:4])[CH3:3])=[N:23][C:22]=2[C:32]2[CH:33]=[N:34][C:35]([O:38][CH3:39])=[CH:36][CH:37]=2)=[CH:17][CH:16]=1)[C:15]1[CH:20]=[CH:19][CH:18]=[CH:17][CH:16]=1, predict the reactants needed to synthesize it. (3) Given the product [C:40]([O:44][C:45](=[O:54])[NH:46][CH2:47][CH:2]1[CH2:7][CH2:6][N:5]([C:8]([CH:10]2[CH2:11][CH2:12][CH:13]([NH:16][C:17]3[N:22]=[C:21]([N:23]4[C:31]5[C:26](=[C:27]([O:32][CH2:33][CH2:34][CH2:35][S:36]([CH3:39])(=[O:38])=[O:37])[CH:28]=[CH:29][CH:30]=5)[CH:25]=[CH:24]4)[CH:20]=[CH:19][N:18]=3)[CH2:14][CH2:15]2)=[O:9])[CH2:4][CH2:3]1)([CH3:43])([CH3:42])[CH3:41], predict the reactants needed to synthesize it. The reactants are: O[CH:2]1[CH2:7][CH2:6][N:5]([C:8]([CH:10]2[CH2:15][CH2:14][CH:13]([NH:16][C:17]3[N:22]=[C:21]([N:23]4[C:31]5[C:26](=[C:27]([O:32][CH2:33][CH2:34][CH2:35][S:36]([CH3:39])(=[O:38])=[O:37])[CH:28]=[CH:29][CH:30]=5)[CH:25]=[CH:24]4)[CH:20]=[CH:19][N:18]=3)[CH2:12][CH2:11]2)=[O:9])[CH2:4][CH2:3]1.[C:40]([O:44][C:45](=[O:54])[NH:46][CH2:47]C1CCNCC1)([CH3:43])([CH3:42])[CH3:41].C(N(C(C)C)CC)(C)C.F[P-](F)(F)(F)(F)F.N1(O[P+](N(C)C)(N(C)C)N(C)C)C2C=CC=CC=2N=N1. (4) Given the product [NH2:1][CH2:4][CH:5]([C:7]1[CH:12]=[CH:11][C:10]([S:13][CH3:14])=[CH:9][CH:8]=1)[OH:6], predict the reactants needed to synthesize it. The reactants are: [N:1]([CH2:4][CH:5]([C:7]1[CH:12]=[CH:11][C:10]([S:13][CH3:14])=[CH:9][CH:8]=1)[OH:6])=[N+]=[N-].C([O-])=O.[NH4+]. (5) Given the product [NH2:8][C:9]1[CH:10]=[C:11]([F:23])[C:12]([CH2:16][CH2:17][C:18]([O:20][CH2:21][CH3:22])=[O:19])=[C:13]([F:15])[CH:14]=1, predict the reactants needed to synthesize it. The reactants are: C([N:8](CC1C=CC=CC=1)[C:9]1[CH:14]=[C:13]([F:15])[C:12](/[CH:16]=[CH:17]/[C:18]([O:20][CH2:21][CH3:22])=[O:19])=[C:11]([F:23])[CH:10]=1)C1C=CC=CC=1. (6) Given the product [O:11]1[C:12]2=[CH:13][CH:14]=[CH:19][C:18]2=[CH:17][CH:16]=[C:15]1[N:6]1[C:7]2=[N:8][CH:9]=[CH:10][CH:2]=[C:3]2[CH:4]=[CH:5]1, predict the reactants needed to synthesize it. The reactants are: Cl[C:2]1[CH:10]=[CH:9][N:8]=[C:7]2[C:3]=1[CH:4]=[CH:5][NH:6]2.[O:11]1[C:15]2[CH:16]=[CH:17][CH:18]=[CH:19][C:14]=2[CH:13]=[C:12]1B(O)O.[F-].[K+].C(P(C(C)(C)C)C(C)(C)C)(C)(C)C. (7) Given the product [F:27][C:24]([F:25])([F:26])[C:20]1[CH:19]=[C:18]([CH:23]=[CH:22][CH:21]=1)[C:17]([NH:16][C:12]1[CH:11]=[C:10]([C:6]2[N:5]3[N:1]=[CH:2][CH:3]=[C:4]3[N:9]([C:31]([O:33][C:34]([CH3:37])([CH3:36])[CH3:35])=[O:32])[CH2:8][CH:7]=2)[CH:15]=[CH:14][CH:13]=1)=[O:28], predict the reactants needed to synthesize it. The reactants are: [N:1]1[N:5]2[C:6]([C:10]3[CH:11]=[C:12]([NH:16][C:17](=[O:28])[C:18]4[CH:23]=[CH:22][CH:21]=[C:20]([C:24]([F:27])([F:26])[F:25])[CH:19]=4)[CH:13]=[CH:14][CH:15]=3)=[CH:7][CH2:8][NH:9][C:4]2=[CH:3][CH:2]=1.[H-].[Na+].[C:31](O[C:31]([O:33][C:34]([CH3:37])([CH3:36])[CH3:35])=[O:32])([O:33][C:34]([CH3:37])([CH3:36])[CH3:35])=[O:32]. (8) Given the product [CH2:10]([NH:12][C:2]1[CH:7]=[CH:6][C:5]([C:8]#[N:9])=[CH:4][N:3]=1)[CH3:11], predict the reactants needed to synthesize it. The reactants are: Br[C:2]1[CH:7]=[CH:6][C:5]([C:8]#[N:9])=[CH:4][N:3]=1.[CH2:10]([NH2:12])[CH3:11]. (9) Given the product [NH2:9][C:5]1[C:4]([Cl:10])=[N:3][C:2]([NH:1][CH:11]=[O:12])=[N:7][C:6]=1[Cl:8], predict the reactants needed to synthesize it. The reactants are: [NH2:1][C:2]1[N:7]=[C:6]([Cl:8])[C:5]([NH2:9])=[C:4]([Cl:10])[N:3]=1.[CH:11](O)=[O:12].C1(C)C=CC=CC=1.O.